This data is from Full USPTO retrosynthesis dataset with 1.9M reactions from patents (1976-2016). The task is: Predict the reactants needed to synthesize the given product. (1) Given the product [C:15]([O:18][C:19](=[O:20])[NH:13][CH2:12][C:7]1[CH:8]=[C:9]2[C:4](=[CH:5][CH:6]=1)[NH:3][C:2](=[O:1])[CH2:11][CH2:10]2)([CH3:17])([CH3:16])[CH3:14], predict the reactants needed to synthesize it. The reactants are: [O:1]=[C:2]1[CH2:11][CH2:10][C:9]2[C:4](=[CH:5][CH:6]=[C:7]([C:12]#[N:13])[CH:8]=2)[NH:3]1.[CH3:14][C:15]([O:18][C:19](O[C:19]([O:18][C:15]([CH3:17])([CH3:16])[CH3:14])=[O:20])=[O:20])([CH3:17])[CH3:16].[BH4-].[Na+]. (2) Given the product [CH3:20][C:21]1[N:31]=[C:30]2[N:25]([CH2:26][CH2:27][CH2:28][CH:29]2[OH:32])[C:23](=[O:24])[C:22]=1[CH2:33][CH2:34][N:35]1[CH2:40][CH2:39][CH:38]([C:41]2[C:42]3[CH:43]=[CH:44][C:45]([F:50])=[CH:46][C:47]=3[O:48][N:49]=2)[CH2:37][CH2:36]1, predict the reactants needed to synthesize it. The reactants are: Cl.CCCCCCCCCCCCCCCC(O)=O.[CH3:20][C:21]1[N:31]=[C:30]2[N:25]([CH2:26][CH2:27][CH2:28][CH:29]2[OH:32])[C:23](=[O:24])[C:22]=1[CH2:33][CH2:34][N:35]1[CH2:40][CH2:39][CH:38]([C:41]2[C:42]3[CH:43]=[CH:44][C:45]([F:50])=[CH:46][C:47]=3[O:48][N:49]=2)[CH2:37][CH2:36]1.